This data is from NCI-60 drug combinations with 297,098 pairs across 59 cell lines. The task is: Regression. Given two drug SMILES strings and cell line genomic features, predict the synergy score measuring deviation from expected non-interaction effect. (1) Drug 1: CC12CCC3C(C1CCC2O)C(CC4=C3C=CC(=C4)O)CCCCCCCCCS(=O)CCCC(C(F)(F)F)(F)F. Drug 2: C(CC(=O)O)C(=O)CN.Cl. Cell line: SF-268. Synergy scores: CSS=6.70, Synergy_ZIP=-6.98, Synergy_Bliss=-4.64, Synergy_Loewe=-4.26, Synergy_HSA=-3.56. (2) Drug 1: C1=CC(=CC=C1CCCC(=O)O)N(CCCl)CCCl. Drug 2: C1CN1P(=S)(N2CC2)N3CC3. Cell line: HCT116. Synergy scores: CSS=48.3, Synergy_ZIP=-6.69, Synergy_Bliss=-5.49, Synergy_Loewe=-4.49, Synergy_HSA=-2.16. (3) Drug 1: CC1=C2C(C(=O)C3(C(CC4C(C3C(C(C2(C)C)(CC1OC(=O)C(C(C5=CC=CC=C5)NC(=O)OC(C)(C)C)O)O)OC(=O)C6=CC=CC=C6)(CO4)OC(=O)C)OC)C)OC. Drug 2: CC1C(C(CC(O1)OC2CC(CC3=C2C(=C4C(=C3O)C(=O)C5=C(C4=O)C(=CC=C5)OC)O)(C(=O)CO)O)N)O.Cl. Cell line: DU-145. Synergy scores: CSS=37.9, Synergy_ZIP=-12.4, Synergy_Bliss=-16.8, Synergy_Loewe=-9.95, Synergy_HSA=-8.04. (4) Drug 1: C1=NC2=C(N=C(N=C2N1C3C(C(C(O3)CO)O)F)Cl)N. Drug 2: C1CNP(=O)(OC1)N(CCCl)CCCl. Cell line: NCI/ADR-RES. Synergy scores: CSS=8.67, Synergy_ZIP=-0.324, Synergy_Bliss=2.45, Synergy_Loewe=-9.07, Synergy_HSA=-1.33. (5) Drug 1: C1=CC(=CC=C1CCC2=CNC3=C2C(=O)NC(=N3)N)C(=O)NC(CCC(=O)O)C(=O)O. Drug 2: CN1C2=C(C=C(C=C2)N(CCCl)CCCl)N=C1CCCC(=O)O.Cl. Cell line: HOP-92. Synergy scores: CSS=18.5, Synergy_ZIP=-2.31, Synergy_Bliss=-2.42, Synergy_Loewe=-10.3, Synergy_HSA=-0.398.